The task is: Predict the reactants needed to synthesize the given product.. This data is from Full USPTO retrosynthesis dataset with 1.9M reactions from patents (1976-2016). Given the product [C:29]1([CH3:39])[CH:30]=[CH:31][C:32]([S:35]([OH:38])(=[O:36])=[O:37])=[CH:33][CH:34]=1.[C:1]([NH:4][C:5]1[CH:6]=[C:7]([CH:25]=[CH:26][CH:27]=1)[C:8]([NH:10][C:11]1[C:12]([C:22]([OH:24])=[O:23])=[N:13][NH:14][CH:15]=1)=[O:9])(=[O:3])[CH3:2], predict the reactants needed to synthesize it. The reactants are: [C:1]([NH:4][C:5]1[CH:6]=[C:7]([CH:25]=[CH:26][CH:27]=1)[C:8]([NH:10][C:11]1[C:12]([C:22]([OH:24])=[O:23])=[N:13][N:14](C2CCCCO2)[CH:15]=1)=[O:9])(=[O:3])[CH3:2].O.[C:29]1([CH3:39])[CH:34]=[CH:33][C:32]([S:35]([OH:38])(=[O:37])=[O:36])=[CH:31][CH:30]=1.